Dataset: Forward reaction prediction with 1.9M reactions from USPTO patents (1976-2016). Task: Predict the product of the given reaction. Given the reactants Br[C:2]1[CH:3]=[C:4]([C:14]2[CH:19]=[C:18]([O:20][CH3:21])[C:17]([O:22][CH3:23])=[C:16]([O:24][CH3:25])[CH:15]=2)[N:5]([C:7]([O:9][C:10]([CH3:13])([CH3:12])[CH3:11])=[O:8])[CH:6]=1.[N:26]1[CH:31]=[CH:30][CH:29]=[C:28](B(O)O)[CH:27]=1, predict the reaction product. The product is: [C:10]([O:9][C:7]([N:5]1[CH:6]=[C:2]([C:28]2[CH:27]=[N:26][CH:31]=[CH:30][CH:29]=2)[CH:3]=[C:4]1[C:14]1[CH:19]=[C:18]([O:20][CH3:21])[C:17]([O:22][CH3:23])=[C:16]([O:24][CH3:25])[CH:15]=1)=[O:8])([CH3:13])([CH3:12])[CH3:11].